Dataset: Full USPTO retrosynthesis dataset with 1.9M reactions from patents (1976-2016). Task: Predict the reactants needed to synthesize the given product. (1) Given the product [CH3:7][C@@H:8]([NH:18][CH2:19][C@H:20]([OH:31])[C:21]1[CH:26]=[CH:25][C:24]([OH:27])=[C:23]([NH:28][CH:29]=[O:30])[CH:22]=1)[CH2:9][C:10]1[CH:15]=[CH:14][C:13]([O:16][CH3:17])=[CH:12][CH:11]=1.[CH:33]([OH:34])([C:32]([OH:41])=[O:40])[CH:35]([OH:36])[C:37]([OH:39])=[O:38], predict the reactants needed to synthesize it. The reactants are: C(OCC)(=O)C.[CH3:7][C@@H:8]([NH:18][CH2:19][C@H:20]([OH:31])[C:21]1[CH:26]=[CH:25][C:24]([OH:27])=[C:23]([NH:28][CH:29]=[O:30])[CH:22]=1)[CH2:9][C:10]1[CH:15]=[CH:14][C:13]([O:16][CH3:17])=[CH:12][CH:11]=1.[C:32]([OH:41])(=[O:40])[C@@H:33]([C@H:35]([C:37]([OH:39])=[O:38])[OH:36])[OH:34]. (2) Given the product [F:17][C:18]([F:29])([F:28])[C:19]([NH:10][C@H:7]([C:4]1[CH:5]=[CH:6][CH:1]=[CH:2][CH:3]=1)[CH2:8][OH:9])=[O:20], predict the reactants needed to synthesize it. The reactants are: [CH:1]1[CH:6]=[CH:5][C:4]([C@@H:7]([NH2:10])[CH2:8][OH:9])=[CH:3][CH:2]=1.N1C=CC=CC=1.[F:17][C:18]([F:29])([F:28])[C:19](O[C:19](=[O:20])[C:18]([F:29])([F:28])[F:17])=[O:20]. (3) Given the product [CH3:18][N:13]1[C:12](/[C:11](=[N:10]\[O:9][CH2:8][C:6]2[N:7]=[C:2]([NH:1][C:31](=[O:41])[O:32][CH2:33][CH2:34][C:35]3[CH:40]=[CH:39][CH:38]=[CH:37][CH:36]=3)[CH:3]=[CH:4][CH:5]=2)/[C:19]2[CH:24]=[CH:23][CH:22]=[CH:21][CH:20]=2)=[N:16][C:15](=[O:17])[O:14]1, predict the reactants needed to synthesize it. The reactants are: [NH2:1][C:2]1[N:7]=[C:6]([CH2:8][O:9]/[N:10]=[C:11](/[C:19]2[CH:24]=[CH:23][CH:22]=[CH:21][CH:20]=2)\[C:12]2[N:13]([CH3:18])[O:14][C:15](=[O:17])[N:16]=2)[CH:5]=[CH:4][CH:3]=1.N1C=CC=CC=1.[C:31](Cl)(=[O:41])[O:32][CH2:33][CH2:34][C:35]1[CH:40]=[CH:39][CH:38]=[CH:37][CH:36]=1. (4) Given the product [CH3:1][O:2][C:3]([CH2:5][CH2:6][NH:7][C:8]([C:10]1([CH2:23][CH2:24][CH2:25][CH2:26][N:31]2[CH2:32][CH2:33][N:28]([C:34]3[CH:43]=[CH:42][C:41]4[C:36](=[CH:37][CH:38]=[CH:39][CH:40]=4)[N:35]=3)[CH2:29][CH2:30]2)[C:22]2[CH:21]=[CH:20][CH:19]=[CH:18][C:17]=2[C:16]2[C:11]1=[CH:12][CH:13]=[CH:14][CH:15]=2)=[O:9])=[O:4], predict the reactants needed to synthesize it. The reactants are: [CH3:1][O:2][C:3]([CH2:5][CH2:6][NH:7][C:8]([C:10]1([CH2:23][CH2:24][CH2:25][CH2:26]Br)[C:22]2[CH:21]=[CH:20][CH:19]=[CH:18][C:17]=2[C:16]2[C:11]1=[CH:12][CH:13]=[CH:14][CH:15]=2)=[O:9])=[O:4].[N:28]1([C:34]2[CH:43]=[CH:42][C:41]3[C:36](=[CH:37][CH:38]=[CH:39][CH:40]=3)[N:35]=2)[CH2:33][CH2:32][NH:31][CH2:30][CH2:29]1.